From a dataset of Forward reaction prediction with 1.9M reactions from USPTO patents (1976-2016). Predict the product of the given reaction. (1) Given the reactants [C:1]([O:5][C:6](=[O:29])[NH:7][C@@H:8]1[CH2:13][CH2:12][CH2:11][N:10]([C:14](=[O:28])[C:15]2[CH:20]=[C:19]([N+:21]([O-])=O)[C:18]([NH:24][CH3:25])=[C:17]([O:26][CH3:27])[CH:16]=2)[CH2:9]1)([CH3:4])([CH3:3])[CH3:2].[F:30][C:31]([F:45])([F:44])[CH2:32][N:33]1[C:37]2=[N:38][CH:39]=[CH:40][CH:41]=[C:36]2[CH:35]=[C:34]1[CH:42]=O.S(S([O-])=O)([O-])=O.[Na+].[Na+], predict the reaction product. The product is: [C:1]([O:5][C:6](=[O:29])[NH:7][C@@H:8]1[CH2:13][CH2:12][CH2:11][N:10]([C:14]([C:15]2[CH:16]=[C:17]([O:26][CH3:27])[C:18]3[N:24]([CH3:25])[C:42]([C:34]4[N:33]([CH2:32][C:31]([F:45])([F:44])[F:30])[C:37]5=[N:38][CH:39]=[CH:40][CH:41]=[C:36]5[CH:35]=4)=[N:21][C:19]=3[CH:20]=2)=[O:28])[CH2:9]1)([CH3:4])([CH3:3])[CH3:2]. (2) The product is: [Cl:8][C:6]1[CH:7]=[C:2]([C:21]2[CH:20]=[CH:19][C:18]([O:17][C:16]3[CH:15]=[CH:14][C:13]([F:12])=[CH:34][CH:33]=3)=[CH:23][CH:22]=2)[N:3]=[C:4]([C:9]([O:11][CH3:35])=[O:10])[N:5]=1. Given the reactants Cl[C:2]1[CH:7]=[C:6]([Cl:8])[N:5]=[C:4]([C:9]([OH:11])=[O:10])[N:3]=1.[F:12][C:13]1[CH:34]=[CH:33][C:16]([O:17][C:18]2[CH:23]=[CH:22][C:21](B3OC(C)(C)C(C)(C)O3)=[CH:20][CH:19]=2)=[CH:15][CH:14]=1.[C:35]([O-])([O-])=O.[Na+].[Na+], predict the reaction product. (3) Given the reactants [Br:1][C:2]1[C:3]([O:17]C)=[N:4][C:5]([NH:8][C:9]2[CH:14]=[CH:13][C:12]([F:15])=[C:11]([Cl:16])[CH:10]=2)=[N:6][CH:7]=1.C(O)(=O)C, predict the reaction product. The product is: [Br:1][C:2]1[C:3](=[O:17])[NH:4][C:5]([NH:8][C:9]2[CH:14]=[CH:13][C:12]([F:15])=[C:11]([Cl:16])[CH:10]=2)=[N:6][CH:7]=1. (4) Given the reactants [Cl:1][C:2]1[N:3]=[C:4]([C:9]([NH:11][CH:12]2[CH2:15][N:14]([C:16]3[S:17][C:18]4[C:24]([C:25]([O:27]CC)=[O:26])=[CH:23][CH:22]=[CH:21][C:19]=4[N:20]=3)[CH2:13]2)=[O:10])[NH:5][C:6]=1[CH2:7][CH3:8].[OH-].[Li+].O, predict the reaction product. The product is: [Cl:1][C:2]1[N:3]=[C:4]([C:9]([NH:11][CH:12]2[CH2:15][N:14]([C:16]3[S:17][C:18]4[C:24]([C:25]([OH:27])=[O:26])=[CH:23][CH:22]=[CH:21][C:19]=4[N:20]=3)[CH2:13]2)=[O:10])[NH:5][C:6]=1[CH2:7][CH3:8].